This data is from Reaction yield outcomes from USPTO patents with 853,638 reactions. The task is: Predict the reaction yield, written as a fraction of the theoretical maximum amount of product (1.0 means a 100% yield; for example, 0.34 means a 34% yield). (1) The reactants are [C:1]([N:4]1[CH2:9][CH2:8][NH:7][CH2:6][CH2:5]1)(=[O:3])[CH3:2].Br[C:11]1[CH:20]=[CH:19][C:14]([C:15]([O:17][CH3:18])=[O:16])=[CH:13][CH:12]=1.P([O-])([O-])([O-])=O.[K+].[K+].[K+].C1(P(C2CCCCC2)C2C=CC=CC=2C2C(OC)=CC=CC=2OC)CCCCC1. The catalyst is C1(C)C=CC=CC=1. The product is [C:1]([N:4]1[CH2:9][CH2:8][N:7]([C:11]2[CH:20]=[CH:19][C:14]([C:15]([O:17][CH3:18])=[O:16])=[CH:13][CH:12]=2)[CH2:6][CH2:5]1)(=[O:3])[CH3:2]. The yield is 0.562. (2) The reactants are Cl[C:2]1[N:7]=[C:6]([N:8]2[CH2:13][CH2:12][O:11][CH2:10][CH2:9]2)[N:5]=[C:4]([N:14]2[CH2:19][CH2:18][O:17][CH2:16][CH2:15]2)[N:3]=1.CC1(C)C(C)(C)OB([C:28]2[CH:34]=[CH:33][C:31]([NH2:32])=[CH:30][CH:29]=2)O1.C(=O)([O-])[O-].[Na+].[Na+]. The catalyst is COCCOC.C(OCC)(=O)C.C1C=CC([P]([Pd]([P](C2C=CC=CC=2)(C2C=CC=CC=2)C2C=CC=CC=2)([P](C2C=CC=CC=2)(C2C=CC=CC=2)C2C=CC=CC=2)[P](C2C=CC=CC=2)(C2C=CC=CC=2)C2C=CC=CC=2)(C2C=CC=CC=2)C2C=CC=CC=2)=CC=1. The product is [O:17]1[CH2:18][CH2:19][N:14]([C:4]2[N:5]=[C:6]([N:8]3[CH2:13][CH2:12][O:11][CH2:10][CH2:9]3)[N:7]=[C:2]([C:28]3[CH:34]=[CH:33][C:31]([NH2:32])=[CH:30][CH:29]=3)[N:3]=2)[CH2:15][CH2:16]1. The yield is 0.400.